This data is from Catalyst prediction with 721,799 reactions and 888 catalyst types from USPTO. The task is: Predict which catalyst facilitates the given reaction. (1) Reactant: [Cl:1][C:2]1[N:11]=[CH:10][C:9]2[NH:8][C:7](=[O:12])[CH:6]3[CH2:13][O:14][CH2:15][CH2:16][N:5]3[C:4]=2[N:3]=1.[Li].Br[CH2:19][C:20]1[CH:25]=[CH:24][CH:23]=[CH:22][CH:21]=1. Product: [CH2:19]([N:8]1[C:7](=[O:12])[CH:6]2[CH2:13][O:14][CH2:15][CH2:16][N:5]2[C:4]2[N:3]=[C:2]([Cl:1])[N:11]=[CH:10][C:9]1=2)[C:20]1[CH:25]=[CH:24][CH:23]=[CH:22][CH:21]=1. The catalyst class is: 3. (2) Reactant: [C:1]([C:3]1O[C:5]([C:8](O)=O)=[CH:6][CH:7]=1)#[N:2].[C:11](Cl)(=[O:15])[C:12](Cl)=O.[CH3:17][CH2:18]N(C(C)C)C(C)C.C(=O)(O)[O-].[Na+]. Product: [O:15]1[CH:11]=[CH:12][C:18]([C:3]2[CH:7]=[CH:6][CH:5]=[CH:8][C:1]=2[NH2:2])=[CH:17]1. The catalyst class is: 174. (3) Reactant: O[CH2:2][C:3](=[CH2:9])[C:4]([O:6][CH2:7][CH3:8])=[O:5].CCN(S(F)(F)[F:16])CC. Product: [F:16][CH2:2][C:3](=[CH2:9])[C:4]([O:6][CH2:7][CH3:8])=[O:5]. The catalyst class is: 4. (4) Reactant: C(OC([C:6]1[C:10]([C:11]2[CH:16]=[C:15]([Cl:17])[C:14]([O:18][CH2:19][C:20]3[CH:25]=[CH:24][CH:23]=[CH:22][CH:21]=3)=[C:13]([Cl:26])[CH:12]=2)=[CH:9][S:8][C:7]=1[NH:27][C:28](=[O:34])[CH2:29][C:30](OC)=[O:31])=O)C.[H-].[Na+].Cl.C(OCC)C. Product: [Cl:26][C:13]1[CH:12]=[C:11]([C:10]2[C:6]3[C:30]([OH:31])=[CH:29][C:28](=[O:34])[NH:27][C:7]=3[S:8][CH:9]=2)[CH:16]=[C:15]([Cl:17])[C:14]=1[O:18][CH2:19][C:20]1[CH:25]=[CH:24][CH:23]=[CH:22][CH:21]=1. The catalyst class is: 1. (5) Reactant: [CH3:1][C:2]1([CH3:25])[CH2:7][CH2:6][N:5]2[CH:8]=[N:9][CH:10]=[C:4]2[CH:3]1[C:11]1[CH:16]=[CH:15][C:14](OS(C(F)(F)F)(=O)=O)=[CH:13][CH:12]=1.[CH3:26][N:27](C)C=O. Product: [CH3:1][C:2]1([CH3:25])[CH2:7][CH2:6][N:5]2[CH:8]=[N:9][CH:10]=[C:4]2[CH:3]1[C:11]1[CH:16]=[CH:15][C:14]([C:26]#[N:27])=[CH:13][CH:12]=1. The catalyst class is: 507. (6) Reactant: [CH2:1]1[CH2:6][C@H:5]([C:7]([OH:9])=[O:8])[CH2:4][CH2:3][C@H:2]1[CH2:10][NH2:11].[CH3:12][C:13]([CH3:32])([CH3:31])[C:14]([O:16][CH:17]([O:20][C:21](ON1C(=O)CCC1=O)=[O:22])[CH2:18][CH3:19])=[O:15]. Product: [CH3:31][C:13]([CH3:12])([CH3:32])[C:14]([O:16][CH:17]([O:20][C:21]([NH:11][CH2:10][C@H:2]1[CH2:3][CH2:4][C@H:5]([C:7]([OH:9])=[O:8])[CH2:6][CH2:1]1)=[O:22])[CH2:18][CH3:19])=[O:15]. The catalyst class is: 761. (7) The catalyst class is: 5. Reactant: [OH-].[Na+].[Cl:3][C:4]1[CH:5]=[C:6]([CH:24]=[CH:25][C:26]=1[NH:27][C:28]([NH:30][CH2:31][CH3:32])=[O:29])[O:7][C:8]1[C:17]2[C:12](=[CH:13][C:14]([O:22][CH3:23])=[C:15]([C:18]([O:20]C)=[O:19])[CH:16]=2)[N:11]=[CH:10][CH:9]=1.Cl. Product: [Cl:3][C:4]1[CH:5]=[C:6]([CH:24]=[CH:25][C:26]=1[NH:27][C:28]([NH:30][CH2:31][CH3:32])=[O:29])[O:7][C:8]1[C:17]2[C:12](=[CH:13][C:14]([O:22][CH3:23])=[C:15]([C:18]([OH:20])=[O:19])[CH:16]=2)[N:11]=[CH:10][CH:9]=1.